Dataset: Reaction yield outcomes from USPTO patents with 853,638 reactions. Task: Predict the reaction yield, written as a fraction of the theoretical maximum amount of product (1.0 means a 100% yield; for example, 0.34 means a 34% yield). (1) The catalyst is CN(C=O)C.O. The product is [Br-:1].[CH3:37][C:18]1[CH:19]=[C:20]([S+:24]2[C:25]3[CH:36]=[CH:35][CH:34]=[CH:33][C:26]=3[C:27]3[CH:32]=[CH:31][CH:30]=[CH:29][C:28]2=3)[CH:21]=[C:22]([CH3:23])[C:17]=1[O:16][CH2:2][C:3](=[O:4])[O:5][C:6]([C:9]1[CH:14]=[CH:13][CH:12]=[CH:11][CH:10]=1)([CH3:8])[CH3:7]. The reactants are [Br:1][CH2:2][C:3]([O:5][C:6]([C:9]1[CH:14]=[CH:13][CH:12]=[CH:11][CH:10]=1)([CH3:8])[CH3:7])=[O:4].[I-].[OH:16][C:17]1[C:22]([CH3:23])=[CH:21][C:20]([S+:24]2[C:28]3[CH:29]=[CH:30][CH:31]=[CH:32][C:27]=3[C:26]3[CH:33]=[CH:34][CH:35]=[CH:36][C:25]2=3)=[CH:19][C:18]=1[CH3:37].C(=O)([O-])[O-].[Cs+].[Cs+]. The yield is 0.970. (2) The reactants are [CH2:1]([C:3]1[CH:9]=[CH:8][CH:7]=[CH:6][C:4]=1[NH2:5])[CH3:2].[C:10](OC(=O)C)(=[O:12])[CH3:11]. The catalyst is O. The product is [C:10]([NH:5][C:4]1[CH:6]=[CH:7][CH:8]=[CH:9][C:3]=1[CH2:1][CH3:2])(=[O:12])[CH3:11]. The yield is 0.920. (3) The reactants are [CH3:1][O:2][C:3]1[C:4]([NH2:9])=[N:5][CH:6]=[CH:7][CH:8]=1.[Br:10]Br. The catalyst is C(O)(=O)C. The product is [Br:10][C:7]1[CH:8]=[C:3]([O:2][CH3:1])[C:4]([NH2:9])=[N:5][CH:6]=1. The yield is 0.460. (4) The reactants are [CH3:1]C1(C)CCCNC1=O.[CH3:10][C:11]1([CH3:18])[NH:16][C:15](=[O:17])[CH2:14][CH2:13][CH2:12]1.[H-].[Na+].CI. The catalyst is C1COCC1. The product is [CH3:1][N:16]1[C:11]([CH3:18])([CH3:10])[CH2:12][CH2:13][CH2:14][C:15]1=[O:17]. The yield is 0.470. (5) The reactants are [NH2:1][C:2]1[S:3][C:4]2[C:10]([C:11]#[N:12])=[C:9]([O:13][C:14]3[CH:15]=[CH:16][C:17]([F:27])=[C:18]([NH:20][C:21](=[O:26])[C:22]([F:25])([F:24])[F:23])[CH:19]=3)[CH:8]=[CH:7][C:5]=2[N:6]=1.N1C=CC=CC=1.[C:34](Cl)(=[O:36])[CH3:35]. The catalyst is O1CCCC1.C(OCC)(=O)C. The product is [C:34]([NH:1][C:2]1[S:3][C:4]2[C:10]([C:11]#[N:12])=[C:9]([O:13][C:14]3[CH:15]=[CH:16][C:17]([F:27])=[C:18]([NH:20][C:21](=[O:26])[C:22]([F:25])([F:23])[F:24])[CH:19]=3)[CH:8]=[CH:7][C:5]=2[N:6]=1)(=[O:36])[CH3:35]. The yield is 0.450. (6) The reactants are B.CSC.[F:5][C:6]([F:18])([F:17])[C:7]([C:13]([F:16])([F:15])[F:14])([OH:12])[CH2:8][C:9]([CH3:11])=[CH2:10].[OH-:19].[Na+]. The catalyst is C1COCC1. The product is [F:5][C:6]([F:17])([F:18])[C:7]([C:13]([F:14])([F:15])[F:16])([OH:12])[CH2:8][CH:9]([CH3:11])[CH2:10][OH:19]. The yield is 0.850. (7) The reactants are [CH2:1]([NH:3][C:4]1[CH:9]=[C:8]([CH3:10])[NH:7][C:6](=[O:11])[C:5]=1[C:12]#[N:13])[CH3:2].[C:14](O[C:14]([O:16][C:17]([CH3:20])([CH3:19])[CH3:18])=[O:15])([O:16][C:17]([CH3:20])([CH3:19])[CH3:18])=[O:15].[BH4-].[Na+].NCCNCCN.C([O-])(O)=O.[Na+]. The catalyst is CCOC(C)=O.O.O.O.O.O.O.[Ni](Cl)Cl.CO. The product is [CH2:1]([NH:3][C:4]1[CH:9]=[C:8]([CH3:10])[NH:7][C:6](=[O:11])[C:5]=1[CH2:12][NH:13][C:14](=[O:15])[O:16][C:17]([CH3:20])([CH3:19])[CH3:18])[CH3:2]. The yield is 0.567.